This data is from Reaction yield outcomes from USPTO patents with 853,638 reactions. The task is: Predict the reaction yield, written as a fraction of the theoretical maximum amount of product (1.0 means a 100% yield; for example, 0.34 means a 34% yield). (1) The reactants are Cl[C:2]1[N:7]=[C:6]([C:8]2[N:12]3[CH:13]=[CH:14][CH:15]=[CH:16][C:11]3=[N:10][C:9]=2[C:17]2[CH:18]=[C:19]([CH:31]=[CH:32][CH:33]=2)[C:20]([NH:22][C:23]2[C:28]([F:29])=[CH:27][CH:26]=[CH:25][C:24]=2[F:30])=[O:21])[CH:5]=[CH:4][N:3]=1.[CH3:34][O:35][C:36]1[CH:42]=[C:41]([N:43]2[CH2:48][CH2:47][N:46]([S:49]([CH3:52])(=[O:51])=[O:50])[CH2:45][CH2:44]2)[CH:40]=[CH:39][C:37]=1[NH2:38].C1(C)C=CC(S(O)(=O)=O)=CC=1.C(O)C(F)(F)F.N. The catalyst is CO.C(Cl)Cl. The product is [F:30][C:24]1[CH:25]=[CH:26][CH:27]=[C:28]([F:29])[C:23]=1[NH:22][C:20](=[O:21])[C:19]1[CH:31]=[CH:32][CH:33]=[C:17]([C:9]2[N:10]=[C:11]3[CH:16]=[CH:15][CH:14]=[CH:13][N:12]3[C:8]=2[C:6]2[CH:5]=[CH:4][N:3]=[C:2]([NH:38][C:37]3[CH:39]=[CH:40][C:41]([N:43]4[CH2:44][CH2:45][N:46]([S:49]([CH3:52])(=[O:51])=[O:50])[CH2:47][CH2:48]4)=[CH:42][C:36]=3[O:35][CH3:34])[N:7]=2)[CH:18]=1. The yield is 0.730. (2) The reactants are Cl.[CH:2]1([CH2:8][N:9]2[CH2:14][CH2:13][CH:12]([N:15]([CH3:36])[C:16](=[O:35])[CH2:17][O:18][C:19]3[N:24]=[C:23]([CH3:25])[C:22]([NH:26]C(=O)OC(C)(C)C)=[C:21]([CH3:34])[N:20]=3)[CH2:11][CH2:10]2)[CH2:7][CH2:6][CH2:5][CH2:4][CH2:3]1.[OH-].[Na+]. The catalyst is C(Cl)(Cl)Cl. The product is [NH2:26][C:22]1[C:23]([CH3:25])=[N:24][C:19]([O:18][CH2:17][C:16]([N:15]([CH:12]2[CH2:13][CH2:14][N:9]([CH2:8][CH:2]3[CH2:7][CH2:6][CH2:5][CH2:4][CH2:3]3)[CH2:10][CH2:11]2)[CH3:36])=[O:35])=[N:20][C:21]=1[CH3:34]. The yield is 0.760. (3) The yield is 0.420. The catalyst is C(O)(C)C. The product is [CH:20]1([C:23]2[CH:24]=[C:25]([NH:35][C:2]3[N:7]=[C:6]([NH:8][CH:9]4[CH2:14][C:13]([CH3:16])([CH3:15])[NH:12][C:11]([CH3:18])([CH3:17])[CH2:10]4)[C:5]([F:19])=[CH:4][N:3]=3)[CH:26]=[C:27]([C:29]3[N:33]([CH3:34])[N:32]=[N:31][N:30]=3)[CH:28]=2)[CH2:22][CH2:21]1. The reactants are Cl[C:2]1[N:7]=[C:6]([NH:8][CH:9]2[CH2:14][C:13]([CH3:16])([CH3:15])[NH:12][C:11]([CH3:18])([CH3:17])[CH2:10]2)[C:5]([F:19])=[CH:4][N:3]=1.[CH:20]1([C:23]2[CH:24]=[C:25]([NH2:35])[CH:26]=[C:27]([C:29]3[N:33]([CH3:34])[N:32]=[N:31][N:30]=3)[CH:28]=2)[CH2:22][CH2:21]1.O.C1(C)C=CC(S(O)(=O)=O)=CC=1. (4) The yield is 0.260. The product is [C:20]1([CH:29]([O:64][C:2]2[CH:9]=[CH:8][C:5]([C:6]#[N:7])=[CH:4][CH:3]=2)[CH3:38])[CH:21]=[CH:26][CH:27]=[CH:28][CH:19]=1. The reactants are Br[C:2]1[CH:9]=[CH:8][C:5]([C:6]#[N:7])=[CH:4][CH:3]=1.[H-].[Na+].C1(C)C=CC(P(C2C=CC(C)=CC=2)[C:19]2(P(C3C=CC(C)=CC=3)C3C=CC(C)=CC=3)[CH2:28][CH:27]=[C:26]3[C:21](C=CC=C3)=[C:20]2[C:29]2[C:38]3C(=CC=CC=3)C=CC=2)=CC=1.C(OCC)(=[O:64])C. The catalyst is C1(C)C=CC=CC=1.C1C=CC(/C=C/C(/C=C/C2C=CC=CC=2)=O)=CC=1.C1C=CC(/C=C/C(/C=C/C2C=CC=CC=2)=O)=CC=1.C1C=CC(/C=C/C(/C=C/C2C=CC=CC=2)=O)=CC=1.[Pd].[Pd].O. (5) The reactants are [CH3:1][O:2][C:3]1[CH:4]=[C:5]2[C:10](=[CH:11][C:12]=1[O:13][CH3:14])[N:9]=[CH:8][N:7]=[C:6]2[O:15][C:16]1[CH:17]=[C:18]([CH:20]=[CH:21][CH:22]=1)[NH2:19].[C:23]([C:27]1[CH:28]=[C:29]([NH:33][C:34](=O)[O:35]C2C=CC=CC=2)[CH:30]=[CH:31][CH:32]=1)([CH3:26])([CH3:25])[CH3:24]. No catalyst specified. The product is [C:23]([C:27]1[CH:28]=[C:29]([NH:33][C:34]([NH:19][C:18]2[CH:20]=[CH:21][CH:22]=[C:16]([O:15][C:6]3[C:5]4[C:10](=[CH:11][C:12]([O:13][CH3:14])=[C:3]([O:2][CH3:1])[CH:4]=4)[N:9]=[CH:8][N:7]=3)[CH:17]=2)=[O:35])[CH:30]=[CH:31][CH:32]=1)([CH3:26])([CH3:24])[CH3:25]. The yield is 0.580. (6) The reactants are [C:1]([NH:9][NH:10][C:11](=O)[C:12]1[CH:17]=[CH:16][CH:15]=[CH:14][CH:13]=1)(=O)[C:2]1[CH:7]=[CH:6][CH:5]=[CH:4][CH:3]=1.CN(C)C1C=CC=CC=1.[CH3:28][C:29]1[CH:35]=[CH:34][CH:33]=[C:32]([CH3:36])[C:30]=1[NH2:31]. The catalyst is Cl. The product is [CH3:28][C:29]1[CH:35]=[CH:34][CH:33]=[C:32]([CH3:36])[C:30]=1[N:31]1[C:1]([C:2]2[CH:7]=[CH:6][CH:5]=[CH:4][CH:3]=2)=[N:9][N:10]=[C:11]1[C:12]1[CH:17]=[CH:16][CH:15]=[CH:14][CH:13]=1. The yield is 0.500. (7) The reactants are [CH2:1]([O:8][C:9]([NH:11][CH:12]([CH2:16][CH:17]([CH3:19])[CH3:18])[C:13]([OH:15])=O)=[O:10])[C:2]1[CH:7]=[CH:6][CH:5]=[CH:4][CH:3]=1.[NH2:20][C:21]1[CH:22]=[CH:23][C:24]([OH:31])=[C:25]([CH:30]=1)[C:26]([O:28][CH3:29])=[O:27].CCN(CC)CC.CN(C(ON1N=NC2C=CC=NC1=2)=[N+](C)C)C.F[P-](F)(F)(F)(F)F. The catalyst is CC#N. The product is [CH2:1]([O:8][C:9]([NH:11][CH:12]([CH2:16][CH:17]([CH3:19])[CH3:18])[C:13]([NH:20][C:21]1[CH:22]=[CH:23][C:24]([OH:31])=[C:25]([CH:30]=1)[C:26]([O:28][CH3:29])=[O:27])=[O:15])=[O:10])[C:2]1[CH:3]=[CH:4][CH:5]=[CH:6][CH:7]=1. The yield is 0.518. (8) The reactants are [F:1][C:2]1[CH:7]=[CH:6][C:5]([C:8]2[N:9]=[C:10]([C:13]3([CH2:21][NH2:22])[CH2:18][CH2:17][O:16][C:15]([CH3:20])([CH3:19])[CH2:14]3)[S:11][CH:12]=2)=[CH:4][CH:3]=1.[F:23][C:24]([F:40])([F:39])[C:25]1[O:29][N:28]=[C:27]([C:30]2[CH:31]=[C:32]([CH:36]=[CH:37][CH:38]=2)[C:33](O)=[O:34])[N:26]=1. No catalyst specified. The product is [F:1][C:2]1[CH:7]=[CH:6][C:5]([C:8]2[N:9]=[C:10]([C:13]3([CH2:21][NH:22][C:33](=[O:34])[C:32]4[CH:36]=[CH:37][CH:38]=[C:30]([C:27]5[N:26]=[C:25]([C:24]([F:40])([F:39])[F:23])[O:29][N:28]=5)[CH:31]=4)[CH2:18][CH2:17][O:16][C:15]([CH3:19])([CH3:20])[CH2:14]3)[S:11][CH:12]=2)=[CH:4][CH:3]=1. The yield is 0.170. (9) The reactants are C(OC(OCC)C1C=C(C2C(C3C=CC=CC=3)C(=O)C3C(C(OC)=O)=CC=CC=3N2)C=CC=1)C.[CH2:35]([O:37][CH:38]([O:67][CH2:68][CH3:69])[C:39]1[CH:40]=[C:41]([CH:45]2[CH:54]([C:55]3[CH:60]=[CH:59][CH:58]=[CH:57][CH:56]=3)[C:53](=O)[C:52]3[C:51]([C:62]([O:64]CC)=O)=[CH:50][CH:49]=[CH:48][C:47]=3[NH:46]2)[CH:42]=[CH:43][CH:44]=1)[CH3:36].O.[NH2:71][NH2:72]. The catalyst is CO. The product is [CH2:68]([O:67][CH:38]([O:37][CH2:35][CH3:36])[C:39]1[CH:40]=[C:41]([CH:45]2[NH:46][C:47]3[C:52]4[C:53](=[N:71][NH:72][C:62](=[O:64])[C:51]=4[CH:50]=[CH:49][CH:48]=3)[CH:54]2[C:55]2[CH:56]=[CH:57][CH:58]=[CH:59][CH:60]=2)[CH:42]=[CH:43][CH:44]=1)[CH3:69]. The yield is 0.580.